From a dataset of Forward reaction prediction with 1.9M reactions from USPTO patents (1976-2016). Predict the product of the given reaction. (1) Given the reactants [CH3:1][O:2][C:3]([C@@H:5]1[CH2:10][C@H:9]2[C:11]([CH3:13])([CH3:12])[C@:6]1([CH3:15])[CH2:7][C:8]2=[O:14])=[O:4].[Se](=O)=[O:17], predict the reaction product. The product is: [CH3:1][O:2][C:3]([C@@H:5]1[CH2:10][C@H:9]2[C:11]([CH3:12])([CH3:13])[C@:6]1([CH3:15])[C:7](=[O:17])[C:8]2=[O:14])=[O:4]. (2) The product is: [CH:27]1([C:25]2[S:24][C:19]3[N:20]=[C:21]([CH3:23])[N:22]=[C:17]([CH2:16][N:11]4[C:10](=[O:33])[CH:9]5[CH2:15][CH2:14][CH:12]4[CH2:13][NH:8]5)[C:18]=3[CH:26]=2)[CH2:28][CH2:29][CH2:30][CH2:31][CH2:32]1. Given the reactants C([N:8]1[CH2:13][CH:12]2[CH2:14][CH2:15][CH:9]1[C:10](=[O:33])[N:11]2[CH2:16][C:17]1[C:18]2[CH:26]=[C:25]([CH:27]3[CH2:32][CH2:31][CH2:30][CH2:29][CH2:28]3)[S:24][C:19]=2[N:20]=[C:21]([CH3:23])[N:22]=1)C1C=CC=CC=1.ClC(OC(Cl)C)=O, predict the reaction product. (3) The product is: [Br:1][C:2]1[CH:10]=[C:9]2[C:5]([CH2:6][C:7]3([CH2:27][CH2:26][CH:25]([O:28][CH3:29])[CH2:24][CH2:23]3)[C:8]2([NH:16][S:17]([C:19]([CH3:21])([CH3:22])[CH3:20])=[O:18])[C:11]([O:13][CH2:14][CH3:15])=[O:31])=[CH:4][CH:3]=1. Given the reactants [Br:1][C:2]1[CH:10]=[C:9]2[C:5]([CH2:6][C:7]3([CH2:27][CH2:26][CH:25]([O:28][CH3:29])[CH2:24][CH2:23]3)[C:8]2([NH:16][S:17]([C:19]([CH3:22])([CH3:21])[CH3:20])=[O:18])[C:11]([O:13][CH2:14][CH3:15])=C)=[CH:4][CH:3]=1.C([O-])([O-])=[O:31].[Cs+].[Cs+], predict the reaction product. (4) Given the reactants [CH3:1][N:2]1[CH2:10][C:9]2[C:8]([N:11]3[CH2:16][CH2:15][O:14][CH2:13][C@@H:12]3[CH3:17])=[N:7][C:6]([C:18]3[CH:23]=[CH:22][C:21]([NH:24][C:25](=[O:33])OC4C=CC=CC=4)=[CH:20][CH:19]=3)=[N:5][C:4]=2[CH2:3]1.CCN(CC)CC.[NH2:41][CH2:42][CH2:43][CH2:44][OH:45], predict the reaction product. The product is: [OH:45][CH2:44][CH2:43][CH2:42][NH:41][C:25]([NH:24][C:21]1[CH:20]=[CH:19][C:18]([C:6]2[N:7]=[C:8]([N:11]3[CH2:16][CH2:15][O:14][CH2:13][C@@H:12]3[CH3:17])[C:9]3[CH2:10][N:2]([CH3:1])[CH2:3][C:4]=3[N:5]=2)=[CH:23][CH:22]=1)=[O:33].